Dataset: Peptide-MHC class I binding affinity with 185,985 pairs from IEDB/IMGT. Task: Regression. Given a peptide amino acid sequence and an MHC pseudo amino acid sequence, predict their binding affinity value. This is MHC class I binding data. (1) The peptide sequence is VATDVPSAT. The MHC is HLA-A02:01 with pseudo-sequence HLA-A02:01. The binding affinity (normalized) is 0. (2) The peptide sequence is DWMERIEDF. The MHC is HLA-A02:03 with pseudo-sequence HLA-A02:03. The binding affinity (normalized) is 0.0847. (3) The peptide sequence is TAVPWNSSW. The MHC is HLA-B35:01 with pseudo-sequence HLA-B35:01. The binding affinity (normalized) is 0.699. (4) The peptide sequence is EVDPIGHLY. The MHC is HLA-A02:01 with pseudo-sequence HLA-A02:01. The binding affinity (normalized) is 0. (5) The peptide sequence is YGSWFGLIY. The MHC is HLA-B46:01 with pseudo-sequence HLA-B46:01. The binding affinity (normalized) is 0.0847. (6) The peptide sequence is ARRAPPLQV. The MHC is Mamu-B52 with pseudo-sequence Mamu-B52. The binding affinity (normalized) is 0. (7) The peptide sequence is YLRNAGAAM. The MHC is HLA-C14:02 with pseudo-sequence HLA-C14:02. The binding affinity (normalized) is 0.872.